From a dataset of Reaction yield outcomes from USPTO patents with 853,638 reactions. Predict the reaction yield, written as a fraction of the theoretical maximum amount of product (1.0 means a 100% yield; for example, 0.34 means a 34% yield). The reactants are [F:1][C:2]1[C:7]2[N:8]=[N:9][S:10][C:6]=2[CH:5]=[C:4]([C:11]([O:13]C)=[O:12])[C:3]=1[NH:15][C:16]1[CH:21]=[CH:20][C:19]([Br:22])=[CH:18][C:17]=1[Cl:23].[Li+].[OH-].Cl. The catalyst is C1COCC1.CO. The product is [F:1][C:2]1[C:7]2[N:8]=[N:9][S:10][C:6]=2[CH:5]=[C:4]([C:11]([OH:13])=[O:12])[C:3]=1[NH:15][C:16]1[CH:21]=[CH:20][C:19]([Br:22])=[CH:18][C:17]=1[Cl:23]. The yield is 0.950.